The task is: Predict which catalyst facilitates the given reaction.. This data is from Catalyst prediction with 721,799 reactions and 888 catalyst types from USPTO. (1) Reactant: [CH3:1][O:2][C:3]1[CH:4]=[C:5]2[C:10](=[CH:11][C:12]=1[O:13][CH3:14])[N:9]=[CH:8][CH:7]=[C:6]2[O:15][C:16]1[CH:22]=[CH:21][C:19]([NH2:20])=[C:18]([F:23])[CH:17]=1.C(N(CC)CC)C.[Cl:31]C(Cl)(O[C:35](=[O:41])OC(Cl)(Cl)Cl)Cl.[NH2:43][C:44]1[S:45][CH:46]=[C:47]([CH3:49])[N:48]=1. Product: [ClH:31].[CH3:1][O:2][C:3]1[CH:4]=[C:5]2[C:10](=[CH:11][C:12]=1[O:13][CH3:14])[N:9]=[CH:8][CH:7]=[C:6]2[O:15][C:16]1[CH:22]=[CH:21][C:19]([NH:20][C:35]([NH:43][C:44]2[S:45][CH:46]=[C:47]([CH3:49])[N:48]=2)=[O:41])=[C:18]([F:23])[CH:17]=1. The catalyst class is: 146. (2) Reactant: I.[Br:2][C:3]1[CH:4]=[C:5]2[C:10]([NH:11][C@H:12]3[C@@H:16]([CH3:17])[CH2:15][NH:14][CH2:13]3)=[C:9]([C:18]([NH2:20])=[O:19])[CH:8]=[N:7][N:6]2[CH:21]=1.[C:22]([CH2:24][C:25](O)=[O:26])#[N:23].F[P-](F)(F)(F)(F)F.N1(O[P+](N(C)C)(N(C)C)N(C)C)C2C=CC=CC=2N=N1.CCN(C(C)C)C(C)C.Cl. Product: [Br:2][C:3]1[CH:4]=[C:5]2[C:10]([NH:11][C@H:12]3[C@@H:16]([CH3:17])[CH2:15][N:14]([C:25](=[O:26])[CH2:24][C:22]#[N:23])[CH2:13]3)=[C:9]([C:18]([NH2:20])=[O:19])[CH:8]=[N:7][N:6]2[CH:21]=1. The catalyst class is: 18. (3) Reactant: [CH3:1][C:2]1[CH:3]=[N+:4]([O-])[CH:5]=[CH:6][CH:7]=1.C(I)C.[C-:12]#[N:13].[Na+]. Product: [C:12]([C:7]1[CH:6]=[CH:5][N:4]=[CH:3][C:2]=1[CH3:1])#[N:13]. The catalyst class is: 46. (4) Reactant: [Cl:1][C:2]1[CH:19]=[CH:18][C:17]([Cl:20])=[CH:16][C:3]=1[CH2:4][N:5]1[CH:9]=[CH:8][N:7]=[C:6]1[C:10]1[CH:11]=[N:12][CH:13]=[CH:14][CH:15]=1.[Br:21]N1C(=O)CCC1=O.O. Product: [Br:21][C:9]1[N:5]([CH2:4][C:3]2[CH:16]=[C:17]([Cl:20])[CH:18]=[CH:19][C:2]=2[Cl:1])[C:6]([C:10]2[CH:11]=[N:12][CH:13]=[CH:14][CH:15]=2)=[N:7][CH:8]=1. The catalyst class is: 4. (5) Reactant: [Br:1][C:2]1[C:3]([F:13])=[CH:4][C:5]([N+:10]([O-])=O)=[C:6]([CH:9]=1)[CH:7]=O.[CH2:14]([CH2:16][NH2:17])[OH:15]. Product: [Br:1][C:2]1[C:3]([F:13])=[CH:4][C:5]2[C:6](=[CH:7][N:17]([CH2:16][CH2:14][OH:15])[N:10]=2)[CH:9]=1. The catalyst class is: 5.